This data is from Forward reaction prediction with 1.9M reactions from USPTO patents (1976-2016). The task is: Predict the product of the given reaction. (1) Given the reactants C(N([CH2:6][CH3:7])CC)C.I[C:9]1[CH:19]=[CH:18][C:12]([C:13]([O:15][CH2:16][CH3:17])=[O:14])=[CH:11][CH:10]=1, predict the reaction product. The product is: [CH:13]([C:12]1[CH:18]=[CH:19][C:9]([C:6]#[C:7][C:9]2[CH:19]=[CH:18][C:12]([C:13]([O:15][CH2:16][CH3:17])=[O:14])=[CH:11][CH:10]=2)=[CH:10][CH:11]=1)=[O:14]. (2) Given the reactants [CH2:1]([O:3][C:4](=[O:9])[C:5]([CH2:7][OH:8])=[CH2:6])[CH3:2].N1C=CN=C1.[Si:15](Cl)([C:18]([CH3:21])([CH3:20])[CH3:19])([CH3:17])[CH3:16].CN(C=O)C, predict the reaction product. The product is: [Si:15]([O:8][CH2:7][C:5](=[CH2:6])[C:4]([O:3][CH2:1][CH3:2])=[O:9])([C:18]([CH3:21])([CH3:20])[CH3:19])([CH3:17])[CH3:16]. (3) Given the reactants Br[C:2]1[CH:3]=[C:4]2[C:9](=[C:10]([F:12])[CH:11]=1)[CH:8]=[C:7]([OH:13])[CH:6]=[CH:5]2.B([C:17]1[CH:25]=[CH:24][C:20]([C:21]([OH:23])=[O:22])=[CH:19][C:18]=1[F:26])(O)O, predict the reaction product. The product is: [F:26][C:18]1[CH:19]=[C:20]([CH:24]=[CH:25][C:17]=1[C:2]1[CH:11]=[C:10]([F:12])[C:9]2[C:4](=[CH:5][CH:6]=[C:7]([OH:13])[CH:8]=2)[CH:3]=1)[C:21]([OH:23])=[O:22]. (4) Given the reactants [NH:1]1[C:5]2[CH:6]=[CH:7][C:8]([C:10]([OH:12])=O)=[CH:9][C:4]=2[N:3]=[CH:2]1.[F:13][C:14]1[C:27]2[CH2:26][CH2:25][C@H:24]3[C@H:19]([CH2:20][CH2:21][CH2:22][NH:23]3)[C:18]=2[CH:17]=[C:16]([F:28])[CH:15]=1, predict the reaction product. The product is: [NH:1]1[C:5]2[CH:6]=[CH:7][C:8]([C:10]([N:23]3[C@@H:24]4[C@@H:19]([C:18]5[CH:17]=[C:16]([F:28])[CH:15]=[C:14]([F:13])[C:27]=5[CH2:26][CH2:25]4)[CH2:20][CH2:21][CH2:22]3)=[O:12])=[CH:9][C:4]=2[N:3]=[CH:2]1. (5) Given the reactants C([O:4][CH2:5][CH3:6])(=O)C.[CH:7](OCC)=O.[O-]CC.[Na+].[NH:16]1[C:20]([NH2:21])=[CH:19][CH:18]=[N:17]1, predict the reaction product. The product is: [N:17]1[N:16]2[C:5]([OH:4])=[CH:6][CH:7]=[N:21][C:20]2=[CH:19][CH:18]=1. (6) Given the reactants [F:1][C:2]1[CH:7]=[CH:6][C:5]([O:8][CH3:9])=[C:4]([N:10]=[C:11]=[S:12])[CH:3]=1.C(OC1C=CC=CC=1[N:23]=C=S)(C)C, predict the reaction product. The product is: [F:1][C:2]1[CH:7]=[CH:6][C:5]([O:8][CH3:9])=[C:4]([NH:10][C:11]([NH2:23])=[S:12])[CH:3]=1. (7) Given the reactants Br[C:2]1[C:10]2[O:9][N:8]=[C:7]([NH:11][C:12]3[CH:17]=[CH:16][CH:15]=[C:14]([N+:18]([O-])=O)[CH:13]=3)[C:6]=2[CH:5]=[CH:4][CH:3]=1.[H][H], predict the reaction product. The product is: [O:9]1[C:10]2[CH:2]=[CH:3][CH:4]=[CH:5][C:6]=2[C:7]([NH:11][C:12]2[CH:17]=[CH:16][CH:15]=[C:14]([NH2:18])[CH:13]=2)=[N:8]1. (8) The product is: [CH3:13][CH2:14][CH2:15][CH2:16][CH2:17][CH2:18][CH2:19][CH2:20][CH2:21][CH2:22][CH2:23][CH2:24][O:26][S:77]([O-:80])(=[O:79])=[O:78].[Na+:55]. Given the reactants C1C=CC(CC(N)C(O)=O)=CC=1.[CH3:13][CH2:14][CH2:15][CH2:16][CH2:17][CH2:18][CH2:19][CH2:20][CH2:21][CH2:22][CH2:23][C:24]([O:26]C[C@@H](OC(CCCCCCCCCCC)=O)COP(OC[C@H]([NH3+])C([O-])=O)([O-])=O)=O.[Na+:55].C1C=CC(NC2C=CC(N=NC3C=C([S:77]([OH:80])(=[O:79])=[O:78])C=C4C=C([S:77]([OH:80])(=[O:79])=[O:78])C=C(O)C=34)=C3C=CC=C([S:77]([OH:80])(=[O:79])=[O:78])C=23)=CC=1, predict the reaction product. (9) Given the reactants [CH:1]1[CH:6]=[CH:5][C:4]([CH2:7][NH:8][CH:9]([C:22]([OH:24])=O)[CH:10]([NH:14][CH2:15][C:16]2[CH:21]=[CH:20][CH:19]=[CH:18][CH:17]=2)[C:11]([OH:13])=[O:12])=[CH:3][CH:2]=1.[OH-].[K+].Cl[C:28](OC1C=CC=CC=1)=[O:29].Cl, predict the reaction product. The product is: [O:29]=[C:28]1[N:8]([CH2:7][C:4]2[CH:5]=[CH:6][CH:1]=[CH:2][CH:3]=2)[C@@H:9]2[C:22]([O:13][C:11](=[O:12])[C@@H:10]2[N:14]1[CH2:15][C:16]1[CH:17]=[CH:18][CH:19]=[CH:20][CH:21]=1)=[O:24]. (10) Given the reactants [CH2:1]([O:5][CH2:6][CH2:7][O:8][C:9]1[CH:14]=[CH:13][C:12]([C:15]2[CH:16]=[CH:17][C:18]3[N:24]([CH2:25][CH:26]([CH3:28])[CH3:27])[CH2:23][CH2:22][C:21]([C:29]([NH:31][C:32]4[CH:37]=[CH:36][C:35]([S:38][CH2:39][C:40]5[N:45]=[C:44]([CH3:46])[CH:43]=[C:42]([CH3:47])[N:41]=5)=[CH:34][CH:33]=4)=[O:30])=[CH:20][C:19]=3[CH:48]=2)=[CH:11][CH:10]=1)[CH2:2][CH2:3][CH3:4].ClC1C=CC=C(C(OO)=[O:57])C=1.S([O-])([O-])(=O)=S.[Na+].[Na+], predict the reaction product. The product is: [CH2:1]([O:5][CH2:6][CH2:7][O:8][C:9]1[CH:10]=[CH:11][C:12]([C:15]2[CH:16]=[CH:17][C:18]3[N:24]([CH2:25][CH:26]([CH3:27])[CH3:28])[CH2:23][CH2:22][C:21]([C:29]([NH:31][C:32]4[CH:33]=[CH:34][C:35]([S:38]([CH2:39][C:40]5[N:45]=[C:44]([CH3:46])[CH:43]=[C:42]([CH3:47])[N:41]=5)=[O:57])=[CH:36][CH:37]=4)=[O:30])=[CH:20][C:19]=3[CH:48]=2)=[CH:13][CH:14]=1)[CH2:2][CH2:3][CH3:4].